Dataset: Full USPTO retrosynthesis dataset with 1.9M reactions from patents (1976-2016). Task: Predict the reactants needed to synthesize the given product. (1) The reactants are: CO[C:3](=[O:25])[C:4]1[CH:9]=[CH:8][C:7]([O:10][CH2:11][C:12]2[C:13]([C:19]3[CH:24]=[CH:23][CH:22]=[CH:21][CH:20]=3)=[N:14][O:15][C:16]=2[CH2:17][OH:18])=[N:6][CH:5]=1.[CH2:26]([CH2:28][NH2:29])[OH:27].N12CCCNC1=NCCC2. Given the product [OH:27][CH2:26][CH2:28][NH:29][C:3](=[O:25])[C:4]1[CH:9]=[CH:8][C:7]([O:10][CH2:11][C:12]2[C:13]([C:19]3[CH:20]=[CH:21][CH:22]=[CH:23][CH:24]=3)=[N:14][O:15][C:16]=2[CH2:17][OH:18])=[N:6][CH:5]=1, predict the reactants needed to synthesize it. (2) Given the product [C:1]1([C:24]2[CH:29]=[CH:28][CH:27]=[CH:26][CH:25]=2)[C:2]([C:7]([C:9]2[O:10][C:11]3[CH:23]=[CH:22][CH:21]=[CH:20][C:12]=3[C:13]=2[CH2:14][C:15]([OH:17])=[O:16])=[O:8])=[CH:3][CH:4]=[CH:5][CH:6]=1, predict the reactants needed to synthesize it. The reactants are: [C:1]1([C:24]2[CH:29]=[CH:28][CH:27]=[CH:26][CH:25]=2)[C:2]([C:7]([C:9]2[O:10][C:11]3[CH:23]=[CH:22][CH:21]=[CH:20][C:12]=3[C:13]=2[CH2:14][C:15]([O:17]CC)=[O:16])=[O:8])=[CH:3][CH:4]=[CH:5][CH:6]=1.C1COCC1.CO.[OH-].[K+]. (3) Given the product [CH2:1]([O:3][C:4](=[O:29])[CH2:5][CH2:6][NH:7][C:8]([NH:10][C:11]1[S:12][C:13]([C:17]2[CH:18]=[CH:19][N:20]=[CH:21][CH:22]=2)=[C:14]([CH3:16])[N:15]=1)=[O:9])[CH3:2], predict the reactants needed to synthesize it. The reactants are: [CH2:1]([O:3][C:4](=[O:29])[CH2:5][CH2:6][NH:7][C:8]([NH:10][C:11]1[S:12][C:13]([C:17]2[CH:22]=[CH:21][N:20]=[C:19](N3CCOCC3)[CH:18]=2)=[C:14]([CH3:16])[N:15]=1)=[O:9])[CH3:2].C(OC(=O)CNC(NC1SC(C2C=CN=CC=2)=C(C)N=1)=O)C. (4) Given the product [CH3:7][O:8][C:9]([C:10]1[CH:15]=[C:14]([Cl:16])[CH:13]=[C:12]2[C:11]=1[NH:20][C:18]([CH3:19])=[CH:17]2)=[O:21], predict the reactants needed to synthesize it. The reactants are: CC([O-])(C)C.[K+].[CH3:7][O:8][C:9](=[O:21])[C:10]1[CH:15]=[C:14]([Cl:16])[CH:13]=[C:12]([C:17]#[C:18][CH3:19])[C:11]=1[NH2:20].O.CCOC(C)=O. (5) The reactants are: [F:1][C:2]1[CH:7]=[CH:6][CH:5]=[C:4]([F:8])[C:3]=1[N:9]1[CH:13]=[CH:12][C:11]([NH:14]C(=O)C)=[N:10]1.Cl.[OH-].[Na+]. Given the product [F:8][C:4]1[CH:5]=[CH:6][CH:7]=[C:2]([F:1])[C:3]=1[N:9]1[CH:13]=[CH:12][C:11]([NH2:14])=[N:10]1, predict the reactants needed to synthesize it. (6) Given the product [F:17][C:18]1[CH:19]=[CH:20][C:21]([N+:25]([O-:27])=[O:26])=[C:22]([CH:23]=1)[O:24][CH:29]1[CH2:34][CH2:33][N:32]([C:35]([O:37][C:38]([CH3:41])([CH3:40])[CH3:39])=[O:36])[CH2:31][CH2:30]1, predict the reactants needed to synthesize it. The reactants are: N(C(OC(C)(C)C)=O)=NC(OC(C)(C)C)=O.[F:17][C:18]1[CH:19]=[CH:20][C:21]([N+:25]([O-:27])=[O:26])=[C:22]([OH:24])[CH:23]=1.O[CH:29]1[CH2:34][CH2:33][N:32]([C:35]([O:37][C:38]([CH3:41])([CH3:40])[CH3:39])=[O:36])[CH2:31][CH2:30]1.C1(P(C2C=CC=CC=2)C2C=CC=CC=2)C=CC=CC=1. (7) Given the product [CH3:1][O:2][CH2:3][CH2:4][N:5]1[C:14]2[C:9](=[CH:10][CH:11]=[C:12]([CH2:15][N:17]3[CH:21]=[C:20]([C:22]([O:24][CH2:25][CH3:26])=[O:23])[CH:19]=[N:18]3)[CH:13]=2)[CH2:8][CH2:7][CH2:6]1, predict the reactants needed to synthesize it. The reactants are: [CH3:1][O:2][CH2:3][CH2:4][N:5]1[C:14]2[C:9](=[CH:10][CH:11]=[C:12]([CH2:15]O)[CH:13]=2)[CH2:8][CH2:7][CH2:6]1.[NH:17]1[CH:21]=[C:20]([C:22]([O:24][CH2:25][CH3:26])=[O:23])[CH:19]=[N:18]1.C1(P(C2C=CC=CC=2)C2C=CC=CC=2)C=CC=CC=1.CCOC(/N=N/C(OCC)=O)=O.C1(C)C=CC=CC=1. (8) Given the product [F:33][C:30]1[CH:31]=[CH:32][C:27]([C:4]([C:6]2[N:7]=[CH:8][N:9]([C:11]3[CH:12]=[C:13]([C:17]4[CH:22]=[CH:21][CH:20]=[CH:19][C:18]=4[O:23][CH3:24])[CH:14]=[CH:15][CH:16]=3)[CH:10]=2)=[O:5])=[CH:28][CH:29]=1, predict the reactants needed to synthesize it. The reactants are: CON(C)[C:4]([C:6]1[N:7]=[CH:8][N:9]([C:11]2[CH:12]=[C:13]([C:17]3[CH:22]=[CH:21][CH:20]=[CH:19][C:18]=3[O:23][CH3:24])[CH:14]=[CH:15][CH:16]=2)[CH:10]=1)=[O:5].Br[C:27]1[CH:32]=[CH:31][C:30]([F:33])=[CH:29][CH:28]=1. (9) Given the product [CH3:21][O:22][C:23]1[CH:28]=[C:27]([C:2]2[N:3]=[C:4]([O:12][C@@H:13]([C@@H:15]3[CH2:16][C:17](=[O:20])[NH:18][CH2:19]3)[CH3:14])[C:5]3[N:6]([N:8]=[CH:9][C:10]=3[CH3:11])[CH:7]=2)[CH:26]=[CH:25][C:24]=1[N:38]1[CH2:39][CH2:40][N:41]([C:44]([O:46][C:47]([CH3:50])([CH3:49])[CH3:48])=[O:45])[CH2:42][CH2:43]1, predict the reactants needed to synthesize it. The reactants are: Cl[C:2]1[N:3]=[C:4]([O:12][C@@H:13]([C@H:15]2[CH2:19][NH:18][C:17](=[O:20])[CH2:16]2)[CH3:14])[C:5]2[N:6]([N:8]=[CH:9][C:10]=2[CH3:11])[CH:7]=1.[CH3:21][O:22][C:23]1[CH:28]=[C:27](B2OC(C)(C)C(C)(C)O2)[CH:26]=[CH:25][C:24]=1[N:38]1[CH2:43][CH2:42][N:41]([C:44]([O:46][C:47]([CH3:50])([CH3:49])[CH3:48])=[O:45])[CH2:40][CH2:39]1.N1(C([O-])=O)CCNCC1. (10) Given the product [C:28]([NH:1][CH:2]([C:15]1[CH:20]=[CH:19][CH:18]=[CH:17][CH:16]=1)[C:3]([NH:5][CH2:6][C:7]1[CH:12]=[CH:11][C:10]([C:13]#[N:14])=[CH:9][CH:8]=1)=[O:4])(=[O:30])[CH3:29], predict the reactants needed to synthesize it. The reactants are: [NH2:1][CH:2]([C:15]1[CH:20]=[CH:19][CH:18]=[CH:17][CH:16]=1)[C:3]([NH:5][CH2:6][C:7]1[CH:12]=[CH:11][C:10]([C:13]#[N:14])=[CH:9][CH:8]=1)=[O:4].C(N(CC)CC)C.[C:28](Cl)(=[O:30])[CH3:29].